Dataset: Catalyst prediction with 721,799 reactions and 888 catalyst types from USPTO. Task: Predict which catalyst facilitates the given reaction. Reactant: [F:1][C:2]1[CH:25]=[CH:24][C:5]([CH2:6][N:7]([CH3:23])[C:8]([C@@:10]2([C:15]3[CH:20]=[CH:19][C:18]([Cl:21])=[C:17]([Cl:22])[CH:16]=3)[CH2:12][C@H:11]2[CH2:13][OH:14])=[O:9])=[CH:4][CH:3]=1. Product: [F:1][C:2]1[CH:25]=[CH:24][C:5]([CH2:6][N:7]([CH3:23])[C:8]([C@@:10]2([C:15]3[CH:20]=[CH:19][C:18]([Cl:21])=[C:17]([Cl:22])[CH:16]=3)[CH2:12][C@H:11]2[CH:13]=[O:14])=[O:9])=[CH:4][CH:3]=1. The catalyst class is: 21.